Dataset: Catalyst prediction with 721,799 reactions and 888 catalyst types from USPTO. Task: Predict which catalyst facilitates the given reaction. (1) Reactant: C1(P(C2C=CC=CC=2)C2C=CC=CC=2)C=CC=CC=1.CC(OC(/N=N/C(OC(C)C)=O)=O)C.[Br:34][CH2:35][CH2:36][CH2:37][OH:38].[Cl:39][C:40]1[CH:45]=[CH:44][C:43](O)=[C:42]([N+:47]([O-:49])=[O:48])[CH:41]=1. Product: [Br:34][CH2:35][CH2:36][CH2:37][O:38][C:43]1[CH:44]=[CH:45][C:40]([Cl:39])=[CH:41][C:42]=1[N+:47]([O-:49])=[O:48]. The catalyst class is: 1. (2) Reactant: [CH2:1]([N:8]1[CH2:29][CH2:28][C:11]2([N:15]([CH2:16][CH2:17][C:18]3[CH:23]=[CH:22][C:21]([O:24][CH3:25])=[CH:20][CH:19]=3)[C:14](=[O:26])[NH:13][C:12]2=[O:27])[CH2:10][CH2:9]1)[C:2]1[CH:7]=[CH:6][CH:5]=[CH:4][CH:3]=1.Br[CH2:31][CH:32]([CH3:34])[CH3:33].C(=O)([O-])[O-].[K+].[K+]. The catalyst class is: 197. Product: [CH2:1]([N:8]1[CH2:9][CH2:10][C:11]2([N:15]([CH2:16][CH2:17][C:18]3[CH:19]=[CH:20][C:21]([O:24][CH3:25])=[CH:22][CH:23]=3)[C:14](=[O:26])[N:13]([CH2:31][CH:32]([CH3:34])[CH3:33])[C:12]2=[O:27])[CH2:28][CH2:29]1)[C:2]1[CH:7]=[CH:6][CH:5]=[CH:4][CH:3]=1.